From a dataset of Reaction yield outcomes from USPTO patents with 853,638 reactions. Predict the reaction yield, written as a fraction of the theoretical maximum amount of product (1.0 means a 100% yield; for example, 0.34 means a 34% yield). (1) The reactants are [F-].C([N+](CCCC)(CCCC)CCCC)CCC.[CH3:19][C:20]1[CH:27]=[CH:26][C:23]([CH:24]=[O:25])=[CH:22][CH:21]=1.[Si]([C:32]([F:35])([F:34])[F:33])(C)(C)C.Cl. The catalyst is C1COCC1. The product is [CH3:19][C:20]1[CH:27]=[CH:26][C:23]([CH:24]([OH:25])[C:32]([F:35])([F:34])[F:33])=[CH:22][CH:21]=1. The yield is 0.860. (2) The reactants are [C:1]([Cl:12])(=[O:11])[C:2]1[CH:10]=[CH:9][CH:8]=[C:4]([C:5]([Cl:7])=[O:6])[CH:3]=1.[C:13]1([NH2:20])[CH:18]=[CH:17][CH:16]=[C:15](N)[CH:14]=1.[Li+].[Cl-].C[C:24]([N:26](C)C)=O. The yield is 0.770. No catalyst specified. The product is [NH2:20][C:13]1[CH:14]=[CH:15][C:16]([CH2:24][NH2:26])=[CH:17][CH:18]=1.[C:5]([Cl:7])(=[O:6])[C:4]1[CH:8]=[CH:9][CH:10]=[C:2]([C:1]([Cl:12])=[O:11])[CH:3]=1. (3) The reactants are [N+:1]([C:4]1[CH:9]=[CH:8][C:7]([CH2:10][S:11]([CH2:14][CH2:15][OH:16])(=[O:13])=[O:12])=[CH:6][CH:5]=1)([O-])=O. The catalyst is CO.[Pd]. The product is [NH2:1][C:4]1[CH:9]=[CH:8][C:7]([CH2:10][S:11]([CH2:14][CH2:15][OH:16])(=[O:13])=[O:12])=[CH:6][CH:5]=1. The yield is 0.370. (4) The reactants are Br[C:2]1[CH:7]=[CH:6][C:5]([CH2:8][O:9][Si:10]([C:13]([CH3:16])([CH3:15])[CH3:14])([CH3:12])[CH3:11])=[CH:4][C:3]=1[S:17]([NH:20][C:21]([CH3:24])([CH3:23])[CH3:22])(=[O:19])=[O:18].[C:25]1([CH2:31][SH:32])[CH:30]=[CH:29][CH:28]=[CH:27][CH:26]=1.C(N(C(C)C)C(C)C)C. The catalyst is CN(C)C=O.CC1(C)C2C=CC=C(P(C3C=CC=CC=3)C3C=CC=CC=3)C=2OC2C1=CC=CC=2P(C1C=CC=CC=1)C1C=CC=CC=1. The product is [CH2:31]([S:32][C:2]1[CH:7]=[CH:6][C:5]([CH2:8][O:9][Si:10]([C:13]([CH3:16])([CH3:15])[CH3:14])([CH3:12])[CH3:11])=[CH:4][C:3]=1[S:17]([NH:20][C:21]([CH3:24])([CH3:23])[CH3:22])(=[O:19])=[O:18])[C:25]1[CH:30]=[CH:29][CH:28]=[CH:27][CH:26]=1. The yield is 0.860. (5) The reactants are [BrH:1].[NH2:2][CH:3]([C:8]1[O:9][CH:10]=[CH:11][CH:12]=1)[C:4]([O:6][CH3:7])=[O:5].C([O-])(=O)C.[Na+].[Br:18]Br. The catalyst is O.CO. The product is [Br:1][C:12]1[CH:11]=[C:10]([Br:18])[N:2]=[C:3]([C:4]([O:6][CH3:7])=[O:5])[C:8]=1[OH:9]. The yield is 0.516. (6) The reactants are [F:1][C:2]1[CH:3]=[CH:4][C:5]([C:8]([NH:10][C:11](=[O:13])[CH3:12])=[CH2:9])=[N:6][CH:7]=1. The catalyst is CO. The product is [F:1][C:2]1[CH:3]=[CH:4][C:5]([C@@H:8]([NH:10][C:11](=[O:13])[CH3:12])[CH3:9])=[N:6][CH:7]=1. The yield is 0.880. (7) The reactants are [Br:1][C:2]1[CH:3]=[C:4]2[C:10]([C:11]3[CH:16]=[CH:15][C:14]([OH:17])=[CH:13][CH:12]=3)=[CH:9][NH:8][C:5]2=[N:6][CH:7]=1.[C:18]1([CH3:28])[CH:23]=[CH:22][C:21]([S:24](Cl)(=[O:26])=[O:25])=[CH:20][CH:19]=1.[OH-:29].[K+].[OH-:31].C([N+]([CH2:45][CH2:46][CH2:47][CH3:48])(CCCC)CCCC)CCC. The catalyst is C1(C)C=CC=CC=1.[Br-].[Na+]. The product is [Br:1][C:2]1[CH:3]=[C:4]2[C:10]([C:11]3[CH:16]=[CH:15][C:14]([O:17][S:24]([C:21]4[CH:22]=[CH:23][C:18]([CH3:28])=[CH:19][CH:20]=4)(=[O:26])=[O:25])=[CH:13][CH:12]=3)=[CH:9][N:8]([S:24]([C:21]3[CH:45]=[CH:46][C:47]([CH3:48])=[CH:19][CH:20]=3)(=[O:31])=[O:29])[C:5]2=[N:6][CH:7]=1. The yield is 0.550.